This data is from Full USPTO retrosynthesis dataset with 1.9M reactions from patents (1976-2016). The task is: Predict the reactants needed to synthesize the given product. (1) Given the product [F:19][C:14]([F:20])([O:13][C:10]1[CH:11]=[CH:12][C:7]([N:4]2[CH:5]=[N:6][C:2]([C:29]3[CH:35]=[CH:34][C:32]([NH2:33])=[CH:31][CH:30]=3)=[N:3]2)=[CH:8][CH:9]=1)[C:15]([F:18])([F:17])[F:16], predict the reactants needed to synthesize it. The reactants are: Br[C:2]1[N:6]=[CH:5][N:4]([C:7]2[CH:12]=[CH:11][C:10]([O:13][C:14]([F:20])([F:19])[C:15]([F:18])([F:17])[F:16])=[CH:9][CH:8]=2)[N:3]=1.CC1(C)C(C)(C)OB([C:29]2[CH:35]=[CH:34][C:32]([NH2:33])=[CH:31][CH:30]=2)O1.C([O-])([O-])=O.[K+].[K+]. (2) Given the product [Cl:1][C:2]1[C:3]([C:25]2[S:29][C:28]([C:30]3([OH:34])[CH2:31][CH2:32][CH2:33]3)=[N:27][CH:26]=2)=[C:4]2[CH:10]=[C:9]([C:11]3[CH:16]=[CH:15][C:14]([NH:17][C:18](=[O:23])[CH2:19][N:20]([CH3:22])[CH3:21])=[C:13]([F:24])[CH:12]=3)[NH:8][C:5]2=[N:6][CH:7]=1, predict the reactants needed to synthesize it. The reactants are: [Cl:1][C:2]1[C:3]([C:25]2[S:29][C:28]([C:30]3([O:34]COC)[CH2:33][CH2:32][CH2:31]3)=[N:27][CH:26]=2)=[C:4]2[CH:10]=[C:9]([C:11]3[CH:16]=[CH:15][C:14]([NH:17][C:18](=[O:23])[CH2:19][N:20]([CH3:22])[CH3:21])=[C:13]([F:24])[CH:12]=3)[NH:8][C:5]2=[N:6][CH:7]=1.ClC1C(C2SC(C3(OCOC)CCC3)=NC=2)=C2C=C(C3N=C(C4CCCN(C(OC(C)(C)C)=O)C4)ON=3)NC2=NC=1.